From a dataset of Forward reaction prediction with 1.9M reactions from USPTO patents (1976-2016). Predict the product of the given reaction. (1) Given the reactants [Si:1]([O:8][C@@H:9]1[CH2:14][CH2:13][C@H:12]([OH:15])[C@@H:11]([C:16]2[N:20]([CH3:21])[N:19]=[CH:18][CH:17]=2)[CH2:10]1)([C:4]([CH3:7])([CH3:6])[CH3:5])([CH3:3])[CH3:2].C(N(CC)CC)C.[C:29](Cl)(=[O:36])[C:30]1[CH:35]=[CH:34][CH:33]=[CH:32][CH:31]=1, predict the reaction product. The product is: [C:29]([O:15][C@H:12]1[CH2:13][CH2:14][C@@H:9]([O:8][Si:1]([C:4]([CH3:7])([CH3:5])[CH3:6])([CH3:2])[CH3:3])[CH2:10][C@@H:11]1[C:16]1[N:20]([CH3:21])[N:19]=[CH:18][CH:17]=1)(=[O:36])[C:30]1[CH:35]=[CH:34][CH:33]=[CH:32][CH:31]=1. (2) Given the reactants BrC1C=CC(S(N(C)CCN2CCOCC2)(=O)=O)=CC=1.[Cl:21][C:22]1[CH:27]=[CH:26][C:25]([O:28]C)=[CH:24][C:23]=1[C:30]1[CH:59]=[C:58]([CH3:60])[C:33]2[N:34]=[C:35]([NH:38][C:39]3[CH:44]=[CH:43][C:42]([S:45]([N:48]([CH3:57])[CH2:49][CH2:50][N:51]4[CH2:56][CH2:55][O:54][CH2:53][CH2:52]4)(=[O:47])=[O:46])=[CH:41][CH:40]=3)[N:36]=[N:37][C:32]=2[CH:31]=1, predict the reaction product. The product is: [Cl:21][C:22]1[CH:27]=[CH:26][C:25]([OH:28])=[CH:24][C:23]=1[C:30]1[CH:59]=[C:58]([CH3:60])[C:33]2[N:34]=[C:35]([NH:38][C:39]3[CH:40]=[CH:41][C:42]([S:45]([N:48]([CH3:57])[CH2:49][CH2:50][N:51]4[CH2:56][CH2:55][O:54][CH2:53][CH2:52]4)(=[O:46])=[O:47])=[CH:43][CH:44]=3)[N:36]=[N:37][C:32]=2[CH:31]=1. (3) The product is: [Cl:20][C:21]1[CH:26]=[CH:25][C:24]([CH:17]([C:12]2[CH:13]=[CH:14][CH:15]=[CH:16][C:11]=2[C:10]2[C:6]([CH2:5][OH:4])=[N:7][O:8][C:9]=2[CH3:19])[OH:18])=[CH:23][CH:22]=1. Given the reactants C([O:4][CH2:5][C:6]1[C:10]([C:11]2[CH:16]=[CH:15][CH:14]=[CH:13][C:12]=2[CH:17]=[O:18])=[C:9]([CH3:19])[O:8][N:7]=1)(=O)C.[Cl:20][C:21]1[CH:26]=[CH:25][C:24]([Mg]Br)=[CH:23][CH:22]=1.[Cl-].[NH4+].O.[OH-].[Li+], predict the reaction product. (4) Given the reactants [C:1]([C:3]1[CH:8]=[CH:7][C:6]([C:9](=[O:23])[CH2:10][N:11]2[CH2:16][CH2:15][CH2:14][C@H:13]([CH2:17][C:18]([O:20][CH2:21][CH3:22])=[O:19])[CH2:12]2)=[CH:5][CH:4]=1)#[N:2].[BH4-].[Na+], predict the reaction product. The product is: [C:1]([C:3]1[CH:4]=[CH:5][C:6]([CH:9]([OH:23])[CH2:10][N:11]2[CH2:16][CH2:15][CH2:14][C@H:13]([CH2:17][C:18]([O:20][CH2:21][CH3:22])=[O:19])[CH2:12]2)=[CH:7][CH:8]=1)#[N:2]. (5) Given the reactants [NH:1]1[CH2:6][CH2:5][CH:4]([N:7]2[CH2:13][CH2:12][C:11]3[CH:14]=[CH:15][CH:16]=[CH:17][C:10]=3[NH:9][C:8]2=[O:18])[CH2:3][CH2:2]1.Cl[C:20]1[N:25]=[CH:24][N:23]=[C:22]([C:26]([C:28]2[CH:38]=[C:37]([CH3:39])[C:31]3[N:32]([CH3:36])[C:33](=[O:35])[O:34][C:30]=3[CH:29]=2)=[O:27])[CH:21]=1.CCN(C(C)C)C(C)C, predict the reaction product. The product is: [CH3:36][N:32]1[C:31]2[C:37]([CH3:39])=[CH:38][C:28]([C:26]([C:22]3[N:23]=[CH:24][N:25]=[C:20]([N:1]4[CH2:2][CH2:3][CH:4]([N:7]5[CH2:13][CH2:12][C:11]6[CH:14]=[CH:15][CH:16]=[CH:17][C:10]=6[NH:9][C:8]5=[O:18])[CH2:5][CH2:6]4)[CH:21]=3)=[O:27])=[CH:29][C:30]=2[O:34][C:33]1=[O:35]. (6) Given the reactants [NH2:1][CH:2]1[CH2:7][CH2:6][N:5]([CH2:8][CH2:9][N:10]2[C:19]3[C:14](=[CH:15][CH:16]=[CH:17][N:18]=3)[CH:13]=[CH:12][C:11]2=[O:20])[CH2:4][CH2:3]1.[O:21]=[C:22]1[NH:27][C:26]2[CH:28]=[C:29]([CH:32]=O)[CH:30]=[CH:31][C:25]=2[O:24][CH2:23]1.C(O[BH-](OC(=O)C)OC(=O)C)(=O)C.[Na+].C(=O)([O-])O.[Na+].[Cl-:53].[Na+], predict the reaction product. The product is: [ClH:53].[O:20]=[C:11]1[CH:12]=[CH:13][C:14]2[C:19](=[N:18][CH:17]=[CH:16][CH:15]=2)[N:10]1[CH2:9][CH2:8][N:5]1[CH2:6][CH2:7][CH:2]([NH:1][CH2:32][C:29]2[CH:30]=[CH:31][C:25]3[O:24][CH2:23][C:22](=[O:21])[NH:27][C:26]=3[CH:28]=2)[CH2:3][CH2:4]1.